This data is from Peptide-MHC class I binding affinity with 185,985 pairs from IEDB/IMGT. The task is: Regression. Given a peptide amino acid sequence and an MHC pseudo amino acid sequence, predict their binding affinity value. This is MHC class I binding data. The peptide sequence is PEFYEAMYT. The MHC is HLA-B40:02 with pseudo-sequence HLA-B40:02. The binding affinity (normalized) is 0.212.